Task: Predict the product of the given reaction.. Dataset: Forward reaction prediction with 1.9M reactions from USPTO patents (1976-2016) Given the reactants FC(F)(F)S(O[C:7]1[CH:16]=[CH:15][C:10]([C:11]([O:13][CH3:14])=[O:12])=[CH:9][C:8]=1[C:17]([O:19][CH3:20])=[O:18])(=O)=O.CN(C=O)C.[F:28][C:29]1[CH:34]=[CH:33][C:32]([O:35][CH3:36])=[CH:31][C:30]=1B(O)O.C(=O)([O-])[O-].[K+].[K+], predict the reaction product. The product is: [F:28][C:29]1[CH:34]=[CH:33][C:32]([O:35][CH3:36])=[CH:31][C:30]=1[C:7]1[C:8]([C:17]([O:19][CH3:20])=[O:18])=[CH:9][C:10]([C:11]([O:13][CH3:14])=[O:12])=[CH:15][CH:16]=1.